From a dataset of Peptide-MHC class II binding affinity with 134,281 pairs from IEDB. Regression. Given a peptide amino acid sequence and an MHC pseudo amino acid sequence, predict their binding affinity value. This is MHC class II binding data. (1) The peptide sequence is NYSLSAAVKAGATLL. The MHC is DRB1_1101 with pseudo-sequence DRB1_1101. The binding affinity (normalized) is 0.629. (2) The peptide sequence is GLVVAMTFFEQVRRL. The MHC is DRB1_0101 with pseudo-sequence DRB1_0101. The binding affinity (normalized) is 0.457.